This data is from Catalyst prediction with 721,799 reactions and 888 catalyst types from USPTO. The task is: Predict which catalyst facilitates the given reaction. (1) Reactant: [C:1]([O:5][C:6](=[O:45])[NH:7][C:8]1[CH:13]=[CH:12][CH:11]=[C:10]([O:14][CH2:15][CH2:16][CH2:17][N:18]([CH2:33][C:34]2[CH:39]=[CH:38][CH:37]=[C:36]([C:40]([F:43])([F:42])[F:41])[C:35]=2[Cl:44])[CH2:19][CH:20]([C:27]2[CH:32]=[CH:31][CH:30]=[CH:29][CH:28]=2)[C:21]2[CH:26]=[CH:25][CH:24]=[CH:23][CH:22]=2)[CH:9]=1)([CH3:4])([CH3:3])[CH3:2].[H-].[Na+].[CH3:48]I.O. Product: [C:1]([O:5][C:6](=[O:45])[N:7]([C:8]1[CH:13]=[CH:12][CH:11]=[C:10]([O:14][CH2:15][CH2:16][CH2:17][N:18]([CH2:33][C:34]2[CH:39]=[CH:38][CH:37]=[C:36]([C:40]([F:42])([F:43])[F:41])[C:35]=2[Cl:44])[CH2:19][CH:20]([C:27]2[CH:28]=[CH:29][CH:30]=[CH:31][CH:32]=2)[C:21]2[CH:26]=[CH:25][CH:24]=[CH:23][CH:22]=2)[CH:9]=1)[CH3:48])([CH3:4])([CH3:2])[CH3:3]. The catalyst class is: 3. (2) The catalyst class is: 12. Product: [CH3:7][C:6]1[O:5][C:4](=[O:8])[O:3][C:2]=1[CH2:1][OH:10]. Reactant: [CH3:1][C:2]1[O:3][C:4](=[O:8])[O:5][C:6]=1[CH3:7].[Se](=O)=[O:10]. (3) Reactant: C([O:8][C:9]1[CH:35]=[CH:34][C:12]([C:13]([C:15]2[CH:31]=[CH:30][C:29]([O:32][CH3:33])=[CH:28][C:16]=2[O:17][C:18]([CH3:27])([CH3:26])[C:19]([O:21][C:22]([CH3:25])([CH3:24])[CH3:23])=[O:20])=[O:14])=[CH:11][CH:10]=1)C1C=CC=CC=1. Product: [OH:8][C:9]1[CH:10]=[CH:11][C:12]([C:13]([C:15]2[CH:31]=[CH:30][C:29]([O:32][CH3:33])=[CH:28][C:16]=2[O:17][C:18]([CH3:26])([CH3:27])[C:19]([O:21][C:22]([CH3:25])([CH3:24])[CH3:23])=[O:20])=[O:14])=[CH:34][CH:35]=1. The catalyst class is: 481. (4) Reactant: [N:1]12[CH2:8][CH2:7][CH:4]([CH2:5][CH2:6]1)[CH:3]([C:9]([O:11][CH:12]([C:20]1[CH:25]=[CH:24][CH:23]=[C:22]([F:26])[CH:21]=1)[C:13]1[CH:18]=[CH:17][CH:16]=[C:15]([F:19])[CH:14]=1)=[O:10])[CH2:2]2.[Br:27][CH2:28][C:29]([C:31]1[CH:36]=[CH:35][C:34]([CH3:37])=[CH:33][CH:32]=1)=[O:30]. Product: [Br-:27].[F:26][C:22]1[CH:21]=[C:20]([CH:12]([C:13]2[CH:18]=[CH:17][CH:16]=[C:15]([F:19])[CH:14]=2)[O:11][C:9]([CH:3]2[CH:4]3[CH2:5][CH2:6][N+:1]([CH2:28][C:29](=[O:30])[C:31]4[CH:36]=[CH:35][C:34]([CH3:37])=[CH:33][CH:32]=4)([CH2:8][CH2:7]3)[CH2:2]2)=[O:10])[CH:25]=[CH:24][CH:23]=1. The catalyst class is: 10. (5) Reactant: [CH3:1][NH:2][C:3]1[CH:8]=[C:7]([C:9]2[C:17]3[C:12](=[CH:13][CH:14]=[CH:15][CH:16]=3)[N:11](S(C3C=CC(C)=CC=3)(=O)=O)[CH:10]=2)[N:6]=[C:5]([NH2:28])[N:4]=1.[OH-].[Na+]. Product: [NH:11]1[C:12]2[C:17](=[CH:16][CH:15]=[CH:14][CH:13]=2)[C:9]([C:7]2[N:6]=[C:5]([NH2:28])[N:4]=[C:3]([NH:2][CH3:1])[CH:8]=2)=[CH:10]1. The catalyst class is: 5. (6) Reactant: [Cl:1][CH2:2][CH:3]1[C:7]2=[C:8]3[C:13](=[C:14]([N:16]4C(=O)C5=CC=CC=C5C4=O)[CH:15]=[C:6]2[N:5]([C:27]([C:29]2[NH:30][C:31]4[C:36]([CH:37]=2)=[CH:35][C:34]([O:38][CH2:39]C)=[C:33]([O:41][CH2:42]C)[C:32]=4[O:44][CH2:45]C)=[O:28])[CH2:4]1)[N:12]=[CH:11][CH:10]=[CH:9]3.O.NN. Product: [NH2:16][C:14]1[CH:15]=[C:6]2[N:5]([C:27]([C:29]3[NH:30][C:31]4[C:36]([CH:37]=3)=[CH:35][C:34]([O:38][CH3:39])=[C:33]([O:41][CH3:42])[C:32]=4[O:44][CH3:45])=[O:28])[CH2:4][CH:3]([CH2:2][Cl:1])[C:7]2=[C:8]2[C:13]=1[N:12]=[CH:11][CH:10]=[CH:9]2. The catalyst class is: 91. (7) Reactant: [NH2:1][C:2]1[C:14]([C:15]([O:17]CC=C)=[O:16])=[C:5]2[N:6]=[C:7]([C:10]([F:13])([F:12])[F:11])[CH:8]=[CH:9][N:4]2[N:3]=1.C1([SiH3])C=CC=CC=1. The catalyst class is: 532. Product: [NH2:1][C:2]1[C:14]([C:15]([OH:17])=[O:16])=[C:5]2[N:6]=[C:7]([C:10]([F:13])([F:11])[F:12])[CH:8]=[CH:9][N:4]2[N:3]=1.